Dataset: NCI-60 drug combinations with 297,098 pairs across 59 cell lines. Task: Regression. Given two drug SMILES strings and cell line genomic features, predict the synergy score measuring deviation from expected non-interaction effect. (1) Drug 1: C1=NC(=NC(=O)N1C2C(C(C(O2)CO)O)O)N. Drug 2: C1CN1C2=NC(=NC(=N2)N3CC3)N4CC4. Cell line: ACHN. Synergy scores: CSS=64.6, Synergy_ZIP=-0.125, Synergy_Bliss=2.78, Synergy_Loewe=4.59, Synergy_HSA=7.56. (2) Drug 1: CCC1(CC2CC(C3=C(CCN(C2)C1)C4=CC=CC=C4N3)(C5=C(C=C6C(=C5)C78CCN9C7C(C=CC9)(C(C(C8N6C=O)(C(=O)OC)O)OC(=O)C)CC)OC)C(=O)OC)O.OS(=O)(=O)O. Drug 2: CC1=C(C(=CC=C1)Cl)NC(=O)C2=CN=C(S2)NC3=CC(=NC(=N3)C)N4CCN(CC4)CCO. Cell line: NCI-H322M. Synergy scores: CSS=-0.395, Synergy_ZIP=-0.508, Synergy_Bliss=-0.405, Synergy_Loewe=-0.0965, Synergy_HSA=-2.11. (3) Drug 1: CC1=C2C(C(=O)C3(C(CC4C(C3C(C(C2(C)C)(CC1OC(=O)C(C(C5=CC=CC=C5)NC(=O)OC(C)(C)C)O)O)OC(=O)C6=CC=CC=C6)(CO4)OC(=O)C)OC)C)OC. Drug 2: C1=CC(=CC=C1CC(C(=O)O)N)N(CCCl)CCCl.Cl. Cell line: SR. Synergy scores: CSS=95.8, Synergy_ZIP=6.01, Synergy_Bliss=5.52, Synergy_Loewe=3.02, Synergy_HSA=6.93. (4) Drug 1: C1CCC(CC1)NC(=O)N(CCCl)N=O. Drug 2: CCC1=C2CN3C(=CC4=C(C3=O)COC(=O)C4(CC)O)C2=NC5=C1C=C(C=C5)O. Cell line: HL-60(TB). Synergy scores: CSS=86.3, Synergy_ZIP=14.1, Synergy_Bliss=14.3, Synergy_Loewe=5.40, Synergy_HSA=16.7.